The task is: Predict the product of the given reaction.. This data is from Forward reaction prediction with 1.9M reactions from USPTO patents (1976-2016). (1) Given the reactants [CH:1]([C:3]1[O:7][CH:6]=[C:5](B2OC(C)(C)C(C)(C)O2)[CH:4]=1)=[O:2].P(OCC)(OCC)(O[CH2:20][C:21]1[CH:26]=[CH:25][CH:24]=[CH:23][CH:22]=1)=O.C(C1OC(C=O)=CC=1)C1C=CC=CC=1, predict the reaction product. The product is: [CH2:20]([C:5]1[CH:4]=[C:3]([CH:1]=[O:2])[O:7][CH:6]=1)[C:21]1[CH:26]=[CH:25][CH:24]=[CH:23][CH:22]=1. (2) The product is: [NH2:1][C:2]1[N:7]=[C:6]([C:8]2[CH:16]=[CH:15][C:11]3[O:12][CH2:13][O:14][C:10]=3[CH:9]=2)[C:5]([C:17]#[N:18])=[C:4]([O:25][CH:24]([CH3:26])[CH3:23])[N:3]=1. Given the reactants [NH2:1][C:2]1[N:7]=[C:6]([C:8]2[CH:16]=[CH:15][C:11]3[O:12][CH2:13][O:14][C:10]=3[CH:9]=2)[C:5]([C:17]#[N:18])=[C:4](S(C)(=O)=O)[N:3]=1.[CH3:23][CH:24]([CH3:26])[O-:25].[Na+], predict the reaction product. (3) Given the reactants CO[C:3]([C:5]1[CH:6]=[C:7]2[C:11](=[CH:12][CH:13]=1)[NH:10][N:9]=[CH:8]2)=[O:4].Br[CH2:15][CH2:16][C:17]1[CH:22]=[CH:21][CH:20]=[CH:19][CH:18]=1, predict the reaction product. The product is: [CH2:15]([N:10]1[C:11]2[C:7](=[CH:6][C:5]([CH2:3][OH:4])=[CH:13][CH:12]=2)[CH:8]=[N:9]1)[CH2:16][C:17]1[CH:22]=[CH:21][CH:20]=[CH:19][CH:18]=1. (4) Given the reactants [F:1][C:2]([F:22])([S:19]([O-:21])=[O:20])[C:3]([F:18])([F:17])[CH2:4][CH2:5][CH2:6][CH2:7][O:8][C:9]([CH:11]1[CH2:16][CH2:15][CH2:14][CH2:13][CH2:12]1)=[O:10].[Na+:23].[OH2:24].OO, predict the reaction product. The product is: [F:22][C:2]([F:1])([S:19]([O-:24])(=[O:21])=[O:20])[C:3]([F:18])([F:17])[CH2:4][CH2:5][CH2:6][CH2:7][O:8][C:9]([CH:11]1[CH2:12][CH2:13][CH2:14][CH2:15][CH2:16]1)=[O:10].[Na+:23]. (5) Given the reactants Cl[C:2]1[C:7]2[CH:8]=[N:9][N:10]([CH2:11][C:12]3[CH:13]=[C:14]4[C:18](=[CH:19][CH:20]=3)[N:17]([CH3:21])[C:16]([CH3:22])=[CH:15]4)[C:6]=2[CH:5]=[CH:4][N:3]=1.[NH2:23][CH2:24][C:25]1[CH:26]=[C:27]2[C:32](=[CH:33][CH:34]=1)[C:31]([NH2:35])=[N:30][CH:29]=[CH:28]2, predict the reaction product. The product is: [CH3:21][N:17]1[C:18]2[C:14](=[CH:13][C:12]([CH2:11][N:10]3[C:6]4[CH:5]=[CH:4][N:3]=[C:2]([NH:23][CH2:24][C:25]5[CH:26]=[C:27]6[C:32](=[CH:33][CH:34]=5)[C:31]([NH2:35])=[N:30][CH:29]=[CH:28]6)[C:7]=4[CH2:8][NH:9]3)=[CH:20][CH:19]=2)[CH:15]=[C:16]1[CH3:22]. (6) Given the reactants [CH3:1][C:2]([C:6]1[S:7][C:8]([C:11]2[CH:16]=[CH:15][CH:14]=[CH:13][CH:12]=2)=[CH:9][N:10]=1)([CH3:5])[CH2:3][NH2:4].[F:17][C:18]([F:34])([F:33])[C:19]1[O:23][N:22]=[C:21]([C:24]2[CH:25]=[C:26]([CH:30]=[CH:31][CH:32]=2)[C:27](O)=[O:28])[N:20]=1, predict the reaction product. The product is: [CH3:5][C:2]([C:6]1[S:7][C:8]([C:11]2[CH:16]=[CH:15][CH:14]=[CH:13][CH:12]=2)=[CH:9][N:10]=1)([CH3:1])[CH2:3][NH:4][C:27](=[O:28])[C:26]1[CH:30]=[CH:31][CH:32]=[C:24]([C:21]2[N:20]=[C:19]([C:18]([F:34])([F:33])[F:17])[O:23][N:22]=2)[CH:25]=1. (7) Given the reactants [Si]([O:8][C@H:9]([C:23]1[CH:32]=[CH:31][C:30]([OH:33])=[C:29]2[C:24]=1[CH:25]=[CH:26][C:27](=[O:34])[NH:28]2)[CH2:10][NH:11][CH:12]1[CH2:17][CH2:16][N:15]([CH2:18][CH2:19][C:20]([OH:22])=O)[CH2:14][CH2:13]1)(C(C)(C)C)(C)C.CN(C(ON1N=NC2C=CC=NC1=2)=[N+](C)C)C.F[P-](F)(F)(F)(F)F.C(N(CC)CC)C.[Cl:66][C:67]1[CH:72]=[CH:71][C:70]([CH2:73][NH2:74])=[CH:69][CH:68]=1, predict the reaction product. The product is: [Cl:66][C:67]1[CH:72]=[CH:71][C:70]([CH2:73][NH:74][C:20](=[O:22])[CH2:19][CH2:18][N:15]2[CH2:16][CH2:17][CH:12]([NH:11][CH2:10][C@H:9]([OH:8])[C:23]3[CH:32]=[CH:31][C:30]([OH:33])=[C:29]4[C:24]=3[CH:25]=[CH:26][C:27](=[O:34])[NH:28]4)[CH2:13][CH2:14]2)=[CH:69][CH:68]=1. (8) Given the reactants Br[C:2]1[CH:3]=[C:4]([N:8]2[C:16]3[CH:15]=[CH:14][C:13]([CH3:17])=[CH:12][C:11]=3[C:10]3[CH2:18][N:19]([CH3:22])[CH2:20][CH2:21][C:9]2=3)[CH:5]=[CH:6][CH:7]=1.[CH3:23][N:24]1[CH:28]=[C:27](B2OC(C)(C)C(C)(C)O2)[CH:26]=[N:25]1.C([O-])([O-])=O.[K+].[K+].O, predict the reaction product. The product is: [CH3:22][N:19]1[CH2:20][CH2:21][C:9]2[N:8]([C:4]3[CH:3]=[CH:2][CH:7]=[C:6]([C:27]4[CH:26]=[N:25][N:24]([CH3:23])[CH:28]=4)[CH:5]=3)[C:16]3[CH:15]=[CH:14][C:13]([CH3:17])=[CH:12][C:11]=3[C:10]=2[CH2:18]1.